From a dataset of Catalyst prediction with 721,799 reactions and 888 catalyst types from USPTO. Predict which catalyst facilitates the given reaction. (1) Reactant: [CH2:1]([O:4][C:5]1[CH:6]=[C:7]([CH:12]=[C:13]([O:15][C:16]2[CH:21]=[CH:20][C:19]([CH:22]=O)=[CH:18][CH:17]=2)[CH:14]=1)[C:8]([O:10][CH3:11])=[O:9])[CH:2]=[CH2:3].[CH3:24][C:25]1[C:31]([N+:32]([O-:34])=[O:33])=[CH:30][CH:29]=[CH:28][C:26]=1[NH2:27].C(O)(=O)C.C(O[BH-](OC(=O)C)OC(=O)C)(=O)C.[Na+]. Product: [CH2:1]([O:4][C:5]1[CH:6]=[C:7]([CH:12]=[C:13]([O:15][C:16]2[CH:17]=[CH:18][C:19]([CH2:22][NH:27][C:26]3[CH:28]=[CH:29][CH:30]=[C:31]([N+:32]([O-:34])=[O:33])[C:25]=3[CH3:24])=[CH:20][CH:21]=2)[CH:14]=1)[C:8]([O:10][CH3:11])=[O:9])[CH:2]=[CH2:3]. The catalyst class is: 4. (2) Reactant: [F:1][C:2]1[CH:9]=[CH:8][CH:7]=[C:6]([OH:10])[C:3]=1[CH:4]=[O:5].I[CH:12]([CH3:14])[CH3:13].C([O-])([O-])=O.[K+].[K+].C([O-])([O-])=O.[Cs+].[Cs+]. Product: [F:1][C:2]1[CH:9]=[CH:8][CH:7]=[C:6]([O:10][CH:12]([CH3:14])[CH3:13])[C:3]=1[CH:4]=[O:5]. The catalyst class is: 215.